Dataset: Catalyst prediction with 721,799 reactions and 888 catalyst types from USPTO. Task: Predict which catalyst facilitates the given reaction. (1) The catalyst class is: 42. Reactant: F[C:2]1[CH:7]=[CH:6][C:5]([N+:8]([O-:10])=[O:9])=[CH:4][CH:3]=1.[F:11][C:12]([F:16])([F:15])[CH2:13][OH:14].C(=O)([O-])[O-].[K+].[K+]. Product: [N+:8]([C:5]1[CH:6]=[CH:7][C:2]([O:14][CH2:13][C:12]([F:16])([F:15])[F:11])=[CH:3][CH:4]=1)([O-:10])=[O:9]. (2) Reactant: [CH3:1][N:2]([CH3:16])[C:3]1([C:10]2[CH:15]=[CH:14][CH:13]=[CH:12][CH:11]=2)[CH2:8][CH2:7][CH:6]([NH2:9])[CH2:5][CH2:4]1.C1([O:23][C:24](=O)[NH:25][CH2:26][CH2:27][CH2:28][C:29]2[CH:34]=[CH:33][CH:32]=[CH:31][CH:30]=2)C=CC=CC=1. Product: [CH3:1][N:2]([CH3:16])[C:3]1([C:10]2[CH:15]=[CH:14][CH:13]=[CH:12][CH:11]=2)[CH2:8][CH2:7][CH:6]([NH:9][C:24]([NH:25][CH2:26][CH2:27][CH2:28][C:29]2[CH:34]=[CH:33][CH:32]=[CH:31][CH:30]=2)=[O:23])[CH2:5][CH2:4]1. The catalyst class is: 12. (3) Reactant: [OH:1][CH2:2][CH:3]1[CH2:8][CH2:7][N:6]([C:9]([O:11][C:12]([CH3:15])([CH3:14])[CH3:13])=[O:10])[CH2:5][CH2:4]1.C(N(C(C)C)CC)(C)C.ClC(Cl)(O[C:29](=[O:35])OC(Cl)(Cl)Cl)Cl.[CH3:37][C:38]1([CH3:52])[C:42]([CH3:44])([CH3:43])[O:41][B:40]([C:45]2[CH:46]=[C:47]([NH2:51])[CH:48]=[CH:49][CH:50]=2)[O:39]1. Product: [CH3:43][C:42]1([CH3:44])[C:38]([CH3:37])([CH3:52])[O:39][B:40]([C:45]2[CH:46]=[C:47]([NH:51][C:29]([O:1][CH2:2][CH:3]3[CH2:8][CH2:7][N:6]([C:9]([O:11][C:12]([CH3:15])([CH3:14])[CH3:13])=[O:10])[CH2:5][CH2:4]3)=[O:35])[CH:48]=[CH:49][CH:50]=2)[O:41]1. The catalyst class is: 375. (4) Product: [Cl:1][C:2]1[CH:3]=[C:4]([C:9]23[CH2:14][CH:13]2[CH2:12][C:11](=[O:15])[CH2:10]3)[CH:5]=[CH:6][C:7]=1[Cl:8]. Reactant: [Cl:1][C:2]1[CH:3]=[C:4]([C:9]#[C:10][CH:11]([OH:15])[CH2:12][CH:13]=[CH2:14])[CH:5]=[CH:6][C:7]=1[Cl:8]. The catalyst class is: 11. (5) Reactant: [Cl:1][C:2]1[C:7]([Cl:8])=[CH:6][CH:5]=[CH:4][C:3]=1[N:9]1[CH2:14][CH2:13][N:12]([CH2:15][CH2:16][CH2:17][CH2:18][O:19][C:20]2[CH:29]=[C:28]3[C:23]([CH2:24][CH2:25][C:26](=[O:35])[N:27]3[C:30]([O:32][CH2:33]Cl)=[O:31])=[CH:22][CH:21]=2)[CH2:11][CH2:10]1.[C:36]([OH:41])(=[O:40])[CH2:37][CH2:38][CH3:39].C(=O)([O-])[O-].[Cs+].[Cs+]. Product: [Cl:1][C:2]1[C:7]([Cl:8])=[CH:6][CH:5]=[CH:4][C:3]=1[N:9]1[CH2:10][CH2:11][N:12]([CH2:15][CH2:16][CH2:17][CH2:18][O:19][C:20]2[CH:29]=[C:28]3[C:23]([CH2:24][CH2:25][C:26](=[O:35])[N:27]3[C:30]([O:32][CH2:33][O:41][C:36](=[O:40])[CH2:37][CH2:38][CH3:39])=[O:31])=[CH:22][CH:21]=2)[CH2:13][CH2:14]1. The catalyst class is: 42. (6) Reactant: B(Br)(Br)Br.C(NC(=O)[O-])C.CO[C:13]1[C:14]([Cl:26])=[CH:15][C:16]2[CH:17]([CH3:25])[CH:18]3[CH2:22][NH:21][CH2:20][CH:19]3[C:23]=2[CH:24]=1. Product: [Cl:26][C:14]1[CH:13]=[CH:24][C:23]2[CH:19]3[CH2:20][NH:21][CH2:22][CH:18]3[CH:17]([CH3:25])[C:16]=2[CH:15]=1. The catalyst class is: 2. (7) Reactant: [NH2:1][C:2]1[N:3]=[CH:4][C:5]([C:18]2[CH:19]=[N:20][N:21]([CH2:23][C:24]([NH:26][CH:27]3[CH2:32][CH2:31][N:30](C(OC(C)(C)C)=O)[C@@H:29]([C:40]([O:42][CH:43]4[CH2:47][CH2:46][CH2:45][CH2:44]4)=[O:41])[CH2:28]3)=[O:25])[CH:22]=2)=[N:6][C:7]=1[NH:8][CH2:9][C:10]1[C:15]([Cl:16])=[CH:14][CH:13]=[CH:12][C:11]=1[Cl:17].Cl. Product: [NH2:1][C:2]1[N:3]=[CH:4][C:5]([C:18]2[CH:19]=[N:20][N:21]([CH2:23][C:24]([NH:26][CH:27]3[CH2:32][CH2:31][NH:30][C@@H:29]([C:40]([O:42][CH:43]4[CH2:44][CH2:45][CH2:46][CH2:47]4)=[O:41])[CH2:28]3)=[O:25])[CH:22]=2)=[N:6][C:7]=1[NH:8][CH2:9][C:10]1[C:11]([Cl:17])=[CH:12][CH:13]=[CH:14][C:15]=1[Cl:16]. The catalyst class is: 343.